This data is from Forward reaction prediction with 1.9M reactions from USPTO patents (1976-2016). The task is: Predict the product of the given reaction. (1) Given the reactants Br[CH2:2][C:3]1[NH:8][C:7]([C:9]2[S:10][CH:11]=[CH:12][N:13]=2)=[N:6][CH:5]([C:14]2[CH:19]=[CH:18][C:17]([Cl:20])=[CH:16][C:15]=2[Cl:21])[C:4]=1[C:22]([O:24][CH2:25][CH3:26])=[O:23].[NH:27]1[CH2:32][CH2:31][O:30][CH2:29][C@@H:28]1[CH2:33][OH:34], predict the reaction product. The product is: [Cl:21][C:15]1[CH:16]=[C:17]([Cl:20])[CH:18]=[CH:19][C:14]=1[CH:5]1[C:4]([C:22]([O:24][CH2:25][CH3:26])=[O:23])=[C:3]([CH2:2][N:27]2[CH2:32][CH2:31][O:30][CH2:29][C@@H:28]2[CH2:33][OH:34])[NH:8][C:7]([C:9]2[S:10][CH:11]=[CH:12][N:13]=2)=[N:6]1. (2) Given the reactants [Br:1][C:2]1[CH:3]=[C:4]([N:8]2[CH2:18][C@@H:17]([CH3:19])[CH2:16][C@H:9]2[C:10]([NH:12][CH2:13][C:14]#[N:15])=[O:11])[CH:5]=[CH:6][CH:7]=1.[Cl:20]N1C(=O)CCC1=O, predict the reaction product. The product is: [Br:1][C:2]1[CH:7]=[CH:6][C:5]([Cl:20])=[C:4]([N:8]2[CH2:18][C@@H:17]([CH3:19])[CH2:16][C@H:9]2[C:10]([NH:12][CH2:13][C:14]#[N:15])=[O:11])[CH:3]=1. (3) Given the reactants [CH3:1][C:2]1[C:3]([CH2:8][NH2:9])=[N:4][CH:5]=[CH:6][CH:7]=1.[C:10]([O:14][C:15](=[O:25])[NH:16][C:17]1[C:18]([CH:23]=O)=[N:19][CH:20]=[CH:21][CH:22]=1)([CH3:13])([CH3:12])[CH3:11].[BH-](OC(C)=O)(OC(C)=O)OC(C)=O.[Na+], predict the reaction product. The product is: [C:10]([O:14][C:15](=[O:25])[NH:16][C:17]1[C:18]([CH2:23][NH:9][CH2:8][C:3]2[C:2]([CH3:1])=[CH:7][CH:6]=[CH:5][N:4]=2)=[N:19][CH:20]=[CH:21][CH:22]=1)([CH3:13])([CH3:12])[CH3:11]. (4) Given the reactants C([O-])(O)=O.[Na+].[C:6]([O:10][C:11]([N:13]1[CH2:17][C@@H:16](C2C=CC(Cl)=CC=2)[C@H:15](C(O)=O)[CH2:14]1)=[O:12])([CH3:9])([CH3:8])[CH3:7].C1C=CC2N(O)N=NC=2C=1.CCN=C=NCCCN(C)C, predict the reaction product. The product is: [C:11]([N:13]1[CH2:14][CH2:15][CH2:16][CH2:17]1)([O:10][C:6]([CH3:9])([CH3:8])[CH3:7])=[O:12]. (5) Given the reactants C1COCC1.[O:6]1[CH2:11][CH2:10][CH:9]([CH2:12][OH:13])[CH2:8][CH2:7]1.[H-].[Na+].[CH:16]1([NH:19][C:20](=[O:40])[C:21]2[CH:26]=[CH:25][C:24]([C:27]3[N:31]4[CH:32]=[CH:33][N:34]=[C:35](S(C)(=O)=O)[C:30]4=[N:29][CH:28]=3)=[CH:23][CH:22]=2)[CH2:18][CH2:17]1, predict the reaction product. The product is: [CH:16]1([NH:19][C:20](=[O:40])[C:21]2[CH:26]=[CH:25][C:24]([C:27]3[N:31]4[CH:32]=[CH:33][N:34]=[C:35]([O:13][CH2:12][CH:9]5[CH2:10][CH2:11][O:6][CH2:7][CH2:8]5)[C:30]4=[N:29][CH:28]=3)=[CH:23][CH:22]=2)[CH2:17][CH2:18]1.